From a dataset of Full USPTO retrosynthesis dataset with 1.9M reactions from patents (1976-2016). Predict the reactants needed to synthesize the given product. Given the product [Cl:1][C:2]1[CH:3]=[CH:4][C:5]([F:28])=[C:6]([NH:8][C:9]2[CH:14]=[C:13]([NH:15][CH2:16][CH:17]([N:19]3[CH2:20][CH2:21][O:22][CH2:23][CH2:24]3)[CH3:18])[N:12]3[N:25]=[CH:26][C:27]([CH:37]=[O:38])=[C:11]3[N:10]=2)[CH:7]=1, predict the reactants needed to synthesize it. The reactants are: [Cl:1][C:2]1[CH:3]=[CH:4][C:5]([F:28])=[C:6]([NH:8][C:9]2[CH:14]=[C:13]([NH:15][CH2:16][CH:17]([N:19]3[CH2:24][CH2:23][O:22][CH2:21][CH2:20]3)[CH3:18])[N:12]3[N:25]=[CH:26][CH:27]=[C:11]3[N:10]=2)[CH:7]=1.P(Cl)(Cl)(Cl)=O.CN([CH:37]=[O:38])C.